From a dataset of Full USPTO retrosynthesis dataset with 1.9M reactions from patents (1976-2016). Predict the reactants needed to synthesize the given product. (1) Given the product [C:1]([O:5][C:6]([N:8]1[CH2:13][CH2:12][CH:11]([NH:20][CH:17]2[CH2:19][CH2:18]2)[CH:10]([O:15][CH3:16])[CH2:9]1)=[O:7])([CH3:4])([CH3:3])[CH3:2], predict the reactants needed to synthesize it. The reactants are: [C:1]([O:5][C:6]([N:8]1[CH2:13][CH2:12][C:11](=O)[CH:10]([O:15][CH3:16])[CH2:9]1)=[O:7])([CH3:4])([CH3:3])[CH3:2].[CH:17]1([NH2:20])[CH2:19][CH2:18]1. (2) Given the product [F:32][C:29]([F:30])([F:31])[C:27]1[CH:26]=[C:5]([CH:4]=[C:3]([C:2]([F:33])([F:34])[F:1])[CH:28]=1)[CH2:6][O:7][C:8]1[CH:16]=[CH:15][C:14]2[NH:13][C:12]3[CH:17]([CH2:20][C:21]([OH:23])=[O:22])[CH2:18][CH2:19][C:11]=3[C:10]=2[CH:9]=1, predict the reactants needed to synthesize it. The reactants are: [F:1][C:2]([F:34])([F:33])[C:3]1[CH:4]=[C:5]([CH:26]=[C:27]([C:29]([F:32])([F:31])[F:30])[CH:28]=1)[CH2:6][O:7][C:8]1[CH:16]=[CH:15][C:14]2[NH:13][C:12]3[CH:17]([CH2:20][C:21]([O:23]CC)=[O:22])[CH2:18][CH2:19][C:11]=3[C:10]=2[CH:9]=1.[Li+].[OH-].Cl. (3) The reactants are: C=O.Cl.[Br:4][C:5]1[CH:10]=[CH:9][C:8]([NH:11][C@H:12]2[CH2:17][CH2:16][NH:15][CH2:14][C@@H:13]2[OH:18])=[C:7]([N+:19]([O-:21])=[O:20])[CH:6]=1.[C:22](O)(=O)C.C([BH3-])#N.[Na+]. Given the product [Br:4][C:5]1[CH:10]=[CH:9][C:8]([NH:11][C@H:12]2[CH2:17][CH2:16][N:15]([CH3:22])[CH2:14][C@@H:13]2[OH:18])=[C:7]([N+:19]([O-:21])=[O:20])[CH:6]=1, predict the reactants needed to synthesize it.